This data is from Reaction yield outcomes from USPTO patents with 853,638 reactions. The task is: Predict the reaction yield, written as a fraction of the theoretical maximum amount of product (1.0 means a 100% yield; for example, 0.34 means a 34% yield). The reactants are Br[C:2]1[CH:7]=[CH:6][N:5]2[CH:8]=[C:9]([C:11]3[CH:16]=[CH:15][CH:14]=[C:13]([O:17][CH3:18])[CH:12]=3)[N:10]=[C:4]2[CH:3]=1.[NH:19]1[CH2:24][CH2:23][O:22][CH2:21][CH2:20]1. No catalyst specified. The product is [CH3:18][O:17][C:13]1[CH:12]=[C:11]([C:9]2[N:10]=[C:4]3[CH:3]=[C:2]([N:19]4[CH2:24][CH2:23][O:22][CH2:21][CH2:20]4)[CH:7]=[CH:6][N:5]3[CH:8]=2)[CH:16]=[CH:15][CH:14]=1. The yield is 0.310.